From a dataset of Full USPTO retrosynthesis dataset with 1.9M reactions from patents (1976-2016). Predict the reactants needed to synthesize the given product. (1) The reactants are: O[C:2]1[CH:3]=[C:4]([NH:8][C:9]2[N:14]=[C:13]([NH:15][C:16]3[CH:21]=[CH:20][CH:19]=[C:18](O)[CH:17]=3)[C:12](F)=[CH:11][N:10]=2)[CH:5]=[CH:6][CH:7]=1.ClC1N=C(Cl)C([C:32]([F:35])([F:34])[F:33])=CN=1.NC1C=CC([CH2:43][C:44]([O:46][CH2:47][CH3:48])=[O:45])=CC=1. Given the product [CH2:47]([O:46][C:44]([CH2:43][C:7]1[CH:6]=[CH:5][C:4]([NH:8][C:9]2[N:14]=[C:13]([NH:15][C:16]3[CH:21]=[CH:20][C:19]([CH2:43][C:44]([O:46][CH2:47][CH3:48])=[O:45])=[CH:18][CH:17]=3)[C:12]([C:32]([F:33])([F:34])[F:35])=[CH:11][N:10]=2)=[CH:3][CH:2]=1)=[O:45])[CH3:48], predict the reactants needed to synthesize it. (2) Given the product [CH3:1][C:2]1[C:25]([CH3:26])=[CH:24][CH:23]=[CH:22][C:3]=1[O:4][C@@H:5]1[CH2:10][CH2:9][NH:8][CH2:7][C@H:6]1[OH:21], predict the reactants needed to synthesize it. The reactants are: [CH3:1][C:2]1[C:25]([CH3:26])=[CH:24][CH:23]=[CH:22][C:3]=1[O:4][C@@H:5]1[CH2:10][CH2:9][N:8](C(OCC2C=CC=CC=2)=O)[CH2:7][C@H:6]1[OH:21].[H][H].C(OCC)C. (3) Given the product [CH2:1]([C:5]1[CH:10]=[CH:9][C:8]([S:12]([Cl:11])(=[O:14])=[O:13])=[CH:7][CH:6]=1)[CH2:2][CH2:3][CH3:4], predict the reactants needed to synthesize it. The reactants are: [CH2:1]([C:5]1[CH:10]=[CH:9][CH:8]=[CH:7][CH:6]=1)[CH2:2][CH2:3][CH3:4].[Cl:11][S:12](O)(=[O:14])=[O:13]. (4) Given the product [CH2:50]([O:14][C:13](=[O:15])[CH:12]([NH:11][C:9]([O:8][CH2:1][C:2]1[CH:3]=[CH:4][CH:5]=[CH:6][CH:7]=1)=[O:10])[CH2:16][C:17]1[CH:18]=[CH:19][C:20]([N+:23]([O-:25])=[O:24])=[CH:21][CH:22]=1)[CH2:49][CH2:48][CH2:47][CH2:46][CH2:45][CH2:44][CH2:43][CH2:42][CH2:41][CH2:40][CH2:39][CH2:38][CH2:37][CH2:36][CH2:35][CH2:34][CH3:33], predict the reactants needed to synthesize it. The reactants are: [CH2:1]([O:8][C:9]([NH:11][CH:12]([CH2:16][C:17]1[CH:22]=[CH:21][C:20]([N+:23]([O-:25])=[O:24])=[CH:19][CH:18]=1)[C:13]([OH:15])=[O:14])=[O:10])[C:2]1[CH:7]=[CH:6][CH:5]=[CH:4][CH:3]=1.C(=O)([O-])[O-].[K+].[K+].Br[CH2:33][CH2:34][CH2:35][CH2:36][CH2:37][CH2:38][CH2:39][CH2:40][CH2:41][CH2:42][CH2:43][CH2:44][CH2:45][CH2:46][CH2:47][CH2:48][CH2:49][CH3:50].Cl.